Dataset: Forward reaction prediction with 1.9M reactions from USPTO patents (1976-2016). Task: Predict the product of the given reaction. (1) The product is: [NH2:25][CH2:24][CH2:23][CH:22]([N:18]1[CH2:17][CH2:16][CH:15]([N:8]([C:5]2[CH:6]=[N:7][C:2]([Cl:1])=[CH:3][CH:4]=2)[CH2:9][C:10]2[CH:14]=[CH:13][S:12][CH:11]=2)[CH2:20][CH2:19]1)[CH3:36]. Given the reactants [Cl:1][C:2]1[N:7]=[CH:6][C:5]([N:8]([CH:15]2[CH2:20][CH2:19][NH:18][CH2:17][CH2:16]2)[CH2:9][C:10]2[CH:14]=[CH:13][S:12][CH:11]=2)=[CH:4][CH:3]=1.O=[C:22]([CH3:36])[CH2:23][CH2:24][N:25]1C(=O)C2C(=CC=CC=2)C1=O, predict the reaction product. (2) The product is: [C:40]([NH:39][C:36]1[CH:35]=[CH:34][C:33]([S:30]([NH:29][C@@H:7]([CH2:8][NH:9][C:10](=[O:28])[C:11]2[CH:16]=[CH:15][C:14]([CH2:17][CH2:18][C:19](=[O:27])[NH:20][C:21]3[NH:26][CH2:25][CH2:24][CH2:23][N:22]=3)=[CH:13][CH:12]=2)[C:6]([OH:43])=[O:5])(=[O:31])=[O:32])=[CH:38][CH:37]=1)(=[O:42])[CH3:41]. Given the reactants C([O:5][C:6](=[O:43])[C@@H:7]([NH:29][S:30]([C:33]1[CH:38]=[CH:37][C:36]([NH:39][C:40](=[O:42])[CH3:41])=[CH:35][CH:34]=1)(=[O:32])=[O:31])[CH2:8][NH:9][C:10](=[O:28])[C:11]1[CH:16]=[CH:15][C:14]([CH2:17][CH2:18][C:19](=[O:27])[NH:20][C:21]2[NH:22][CH2:23][CH2:24][CH2:25][N:26]=2)=[CH:13][CH:12]=1)(C)(C)C.FC(F)(F)C(O)=O, predict the reaction product. (3) Given the reactants [Br:1][C:2]1[CH:30]=[CH:29][C:5]2[N:6]([C:16]([C:18]3[CH:19]=[CH:20][C:21]4[O:26][CH2:25][C:24](=[O:27])[NH:23][C:22]=4[CH:28]=3)=[O:17])[C@@H:7]([CH2:10][C:11]([O:13]CC)=[O:12])[CH2:8][O:9][C:4]=2[CH:3]=1.[OH-].[Li+].CCOC(C)=O, predict the reaction product. The product is: [Br:1][C:2]1[CH:30]=[CH:29][C:5]2[N:6]([C:16]([C:18]3[CH:19]=[CH:20][C:21]4[O:26][CH2:25][C:24](=[O:27])[NH:23][C:22]=4[CH:28]=3)=[O:17])[C@@H:7]([CH2:10][C:11]([OH:13])=[O:12])[CH2:8][O:9][C:4]=2[CH:3]=1. (4) The product is: [Cl:1][C:2]1[N:11]=[C:10]([N:12]([C:13]2[CH:18]=[CH:17][CH:16]=[C:15]([O:19][CH3:20])[C:14]=2[O:21][CH3:22])[CH3:23])[C:9]2[C:4](=[CH:5][CH:6]=[CH:7][CH:8]=2)[N:3]=1. Given the reactants [Cl:1][C:2]1[N:11]=[C:10]([NH:12][C:13]2[CH:18]=[CH:17][CH:16]=[C:15]([O:19][CH3:20])[C:14]=2[O:21][CH3:22])[C:9]2[C:4](=[CH:5][CH:6]=[CH:7][CH:8]=2)[N:3]=1.[CH3:23]I, predict the reaction product. (5) Given the reactants Br[C:2]1[S:6][CH:5]=[N:4][CH:3]=1.[CH:7]([N:10]1[CH2:15][CH2:14][NH:13][CH2:12][CH2:11]1)([CH3:9])[CH3:8], predict the reaction product. The product is: [CH:7]([N:10]1[CH2:15][CH2:14][N:13]([C:2]2[S:6][CH:5]=[N:4][CH:3]=2)[CH2:12][CH2:11]1)([CH3:9])[CH3:8]. (6) Given the reactants [Cl:1]N1C(=O)CCC1=O.C(O)(=O)C.[CH2:13]([NH:15][C:16](=[O:18])[O-:17])[CH3:14].[CH3:19][O:20][C:21]1[CH:22]=[CH:23][C:24]2[CH:25]([CH3:33])[CH:26]3[CH2:30][NH:29][CH2:28][CH:27]3[C:31]=2[CH:32]=1, predict the reaction product. The product is: [CH2:13]([NH:15][C:16](=[O:17])[O-:18])[CH3:14].[Cl:1][C:32]1[C:31]2[CH:27]3[CH2:28][NH:29][CH2:30][CH:26]3[CH:25]([CH3:33])[C:24]=2[CH:23]=[CH:22][C:21]=1[O:20][CH3:19]. (7) Given the reactants [C:1]1(C)[CH:6]=[CH:5][C:4]([S:7](O)(=O)=O)=[CH:3][CH:2]=1.[C:12]1([CH3:18])[CH:17]=CC=[CH:14][CH:13]=1.O.[C:20](OCC)(=[O:22])C, predict the reaction product. The product is: [CH3:20][O:22][C:2]1[CH:1]=[CH:6][CH:5]=[C:4]2[C:3]=1[C:12]([CH3:18])([CH3:17])[CH2:13][CH2:14][S:7]2. (8) Given the reactants [O:1]1[CH:5]=[CH:4][CH:3]=[C:2]1[C:6]1[NH:18][C:9]2=[N:10][CH:11]=[C:12]([S:14]([CH3:17])(=[O:16])=[O:15])[CH:13]=[C:8]2[CH:7]=1.[H-].[Na+].Cl.[N:22]1[CH:27]=[CH:26][CH:25]=[CH:24][C:23]=1[CH2:28]Cl.C(=O)([O-])O.[Na+], predict the reaction product. The product is: [O:1]1[CH:5]=[CH:4][CH:3]=[C:2]1[C:6]1[N:18]([CH2:28][C:23]2[CH:24]=[CH:25][CH:26]=[CH:27][N:22]=2)[C:9]2=[N:10][CH:11]=[C:12]([S:14]([CH3:17])(=[O:16])=[O:15])[CH:13]=[C:8]2[CH:7]=1. (9) Given the reactants C(NC(C)C)(C)C.[Li]CCCC.[CH2:13]([O:15][C:16](=[O:21])[CH2:17][C:18]([CH3:20])=[O:19])[CH3:14], predict the reaction product. The product is: [CH2:13]([O:15][C:16]([OH:21])=[CH:17][C:18]([OH:19])=[CH2:20])[CH3:14]. (10) Given the reactants [F:1][C:2]([F:19])([F:18])[C:3]1[CH:8]=[CH:7][C:6]([C:9]2[CH:14]=[CH:13][C:12]([NH:15][CH:16]=O)=[CH:11][CH:10]=2)=[CH:5][CH:4]=1, predict the reaction product. The product is: [CH3:16][NH:15][C:12]1[CH:11]=[CH:10][C:9]([C:6]2[CH:7]=[CH:8][C:3]([C:2]([F:1])([F:18])[F:19])=[CH:4][CH:5]=2)=[CH:14][CH:13]=1.